From a dataset of Reaction yield outcomes from USPTO patents with 853,638 reactions. Predict the reaction yield, written as a fraction of the theoretical maximum amount of product (1.0 means a 100% yield; for example, 0.34 means a 34% yield). (1) The reactants are [CH3:1][O:2][C:3](=[O:14])[C:4]1[CH:9]=[CH:8][C:7]([CH:10]([F:12])[F:11])=[CH:6][C:5]=1[NH2:13].[I:15]I. The catalyst is CCO.[O-]S([O-])(=O)=O.[Ag+].[Ag+]. The product is [CH3:1][O:2][C:3](=[O:14])[C:4]1[CH:9]=[C:8]([I:15])[C:7]([CH:10]([F:12])[F:11])=[CH:6][C:5]=1[NH2:13]. The yield is 0.900. (2) The reactants are [H-].[Na+].[Cl:3][C:4]1[CH:9]=[CH:8][CH:7]=[CH:6][C:5]=1[OH:10].Br[CH2:12][CH:13]=[CH2:14].[Cl-].[NH4+]. The catalyst is CN(C=O)C. The product is [Cl:3][C:4]1[CH:9]=[CH:8][CH:7]=[CH:6][C:5]=1[O:10][CH2:14][CH:13]=[CH2:12]. The yield is 0.890. (3) The product is [F:29][C:30]1[C:31]([CH3:40])=[CH:32][C:33]([NH:19][CH:16]2[CH2:15][CH2:14][N:13]([C@H:10]3[CH2:9][CH2:8][C@H:7]([O:6][CH:4]([CH3:3])[CH3:5])[CH2:12][CH2:11]3)[CH2:18][CH2:17]2)=[C:34]([N+:36]([O-:38])=[O:37])[CH:35]=1. The yield is 0.700. The reactants are Cl.Cl.[CH3:3][CH:4]([O:6][C@H:7]1[CH2:12][CH2:11][C@H:10]([N:13]2[CH2:18][CH2:17][CH:16]([NH2:19])[CH2:15][CH2:14]2)[CH2:9][CH2:8]1)[CH3:5].C(N(C(C)C)CC)(C)C.[F:29][C:30]1[CH:35]=[C:34]([N+:36]([O-:38])=[O:37])[C:33](F)=[CH:32][C:31]=1[CH3:40]. The catalyst is CN(C)C=O. (4) The catalyst is CCO. The yield is 0.610. The product is [CH3:26][C:25]1[C:1]([C:2]2[CH:7]=[CH:6][CH:5]=[CH:4][CH:3]=2)=[N:19][C:17]2[CH:18]=[C:13]3[O:12][CH2:11][CH2:10][O:9][C:14]3=[CH:15][C:16]=2[C:21]=1[C:22]([OH:24])=[O:23]. The reactants are [CH:1](=O)[C:2]1[CH:7]=[CH:6][CH:5]=[CH:4][CH:3]=1.[O:9]1[C:14]2[CH:15]=[CH:16][C:17]([NH2:19])=[CH:18][C:13]=2[O:12][CH2:11][CH2:10]1.O=[C:21]([CH2:25][CH3:26])[C:22]([OH:24])=[O:23].